From a dataset of Reaction yield outcomes from USPTO patents with 853,638 reactions. Predict the reaction yield, written as a fraction of the theoretical maximum amount of product (1.0 means a 100% yield; for example, 0.34 means a 34% yield). (1) The reactants are [CH3:1][O:2][C:3](=[O:27])[C@H:4]([NH:16][C:17]([O:19][CH2:20][C:21]1[CH:26]=[CH:25][CH:24]=[CH:23][CH:22]=1)=[O:18])[CH2:5][C:6]1[CH:15]=[CH:14][C:9]2[NH:10][C:11](=[O:13])[O:12][C:8]=2[CH:7]=1.[Cl:28]N1C(=O)CCC1=O. The catalyst is ClC(Cl)C. The product is [CH3:1][O:2][C:3](=[O:27])[C@H:4]([NH:16][C:17]([O:19][CH2:20][C:21]1[CH:22]=[CH:23][CH:24]=[CH:25][CH:26]=1)=[O:18])[CH2:5][C:6]1[CH:15]=[C:14]([Cl:28])[C:9]2[NH:10][C:11](=[O:13])[O:12][C:8]=2[CH:7]=1.[CH3:1][O:2][C:3](=[O:27])[CH:4]([NH:16][C:17]([O:19][CH2:20][C:21]1[CH:22]=[CH:23][CH:24]=[CH:25][CH:26]=1)=[O:18])[CH2:5][C:6]1[C:15]([Cl:28])=[CH:14][C:9]2[NH:10][C:11](=[O:13])[O:12][C:8]=2[CH:7]=1. The yield is 0.0980. (2) The reactants are F[C:2]1[CH:3]=[C:4]([OH:10])[CH:5]=[C:6]([F:9])[C:7]=1[F:8].[NH:11]1[CH2:16][CH2:15][NH:14][CH2:13][CH2:12]1. The catalyst is CN1CCCC1=O. The product is [F:9][C:6]1[CH:5]=[C:4]([OH:10])[CH:3]=[C:2]([N:11]2[CH2:16][CH2:15][NH:14][CH2:13][CH2:12]2)[C:7]=1[F:8]. The yield is 0.525. (3) The reactants are [Br:1]Br.[CH3:3][C:4]1([CH3:17])[C:8](=[O:9])[C:7]2[C:10]([CH3:16])=[CH:11][C:12]([CH3:15])=[C:13]([CH3:14])[C:6]=2[O:5]1.S([O-])([O-])=O.[Na+].[Na+]. The catalyst is C(O)(=O)C. The product is [Br:1][C:11]1[C:12]([CH3:15])=[C:13]([CH3:14])[C:6]2[O:5][C:4]([CH3:17])([CH3:3])[C:8](=[O:9])[C:7]=2[C:10]=1[CH3:16]. The yield is 0.840. (4) The reactants are [I:1][C:2]1[CH:3]=[N:4][NH:5][CH:6]=1.C(=O)([O-])[O-].[Cs+].[Cs+].CN(C=O)C.O([CH2:26][C:27]([F:30])([F:29])[F:28])S(C(F)(F)F)(=O)=O. The catalyst is O. The product is [I:1][C:2]1[CH:3]=[N:4][N:5]([CH2:26][C:27]([F:30])([F:29])[F:28])[CH:6]=1. The yield is 0.890. (5) The reactants are CC1(C)C[N:6]2[C:7]3[CH:8]=[CH:9][C:10]([S:19]([N:22]4[CH2:26][CH2:25][CH2:24][CH2:23]4)(=[O:21])=[O:20])=[CH:11][C:12]=3[C:13]3(OCCC[O:14]3)[C:5]2=NC1.CS(O)(=O)=[O:31]. No catalyst specified. The product is [N:22]1([S:19]([C:10]2[CH:11]=[C:12]3[C:7](=[CH:8][CH:9]=2)[NH:6][C:5](=[O:31])[C:13]3=[O:14])(=[O:20])=[O:21])[CH2:23][CH2:24][CH2:25][CH2:26]1. The yield is 0.780. (6) The reactants are [C:1]1([C:7]2[C:8]3[C:13]([CH:14]=[C:15]4[C:20]=2[CH:19]=[CH:18][CH:17]=[CH:16]4)=[CH:12][CH:11]=[CH:10][CH:9]=3)[CH:6]=[CH:5][CH:4]=[CH:3][CH:2]=1.[Br:21]Br.S([O-])([O-])(=O)=S.[Na+].[Na+]. The catalyst is C(Cl)(Cl)(Cl)Cl. The product is [Br:21][C:14]1[C:15]2[C:20]([C:7]([C:1]3[CH:2]=[CH:3][CH:4]=[CH:5][CH:6]=3)=[C:8]3[C:13]=1[CH:12]=[CH:11][CH:10]=[CH:9]3)=[CH:19][CH:18]=[CH:17][CH:16]=2. The yield is 0.890.